This data is from Forward reaction prediction with 1.9M reactions from USPTO patents (1976-2016). The task is: Predict the product of the given reaction. (1) Given the reactants [CH2:1]([O:4][N:5]([C@H:18]1[CH2:23][N:22]([C:24]([O:26][C:27]([CH3:30])([CH3:29])[CH3:28])=[O:25])[C@H:21]([CH2:31][O:32][Si](C(C)(C)C)(C)C)[CH:20]=[C:19]1[CH3:40])[S:6]([C:9]1[CH:14]=[CH:13][CH:12]=[CH:11][C:10]=1[N+:15]([O-:17])=[O:16])(=[O:8])=[O:7])[CH:2]=[CH2:3].[F-].C([N+](CCCC)(CCCC)CCCC)CCC, predict the reaction product. The product is: [CH2:1]([O:4][N:5]([C@H:18]1[CH2:23][N:22]([C:24]([O:26][C:27]([CH3:29])([CH3:28])[CH3:30])=[O:25])[C@H:21]([CH2:31][OH:32])[CH:20]=[C:19]1[CH3:40])[S:6]([C:9]1[CH:14]=[CH:13][CH:12]=[CH:11][C:10]=1[N+:15]([O-:17])=[O:16])(=[O:8])=[O:7])[CH:2]=[CH2:3]. (2) Given the reactants [CH3:1][C:2]1[CH2:7][CH2:6][C@@H:5]([C@H:8]([CH3:16])[CH2:9][C@@H:10]2[CH2:14][CH2:13][CH2:12][C@@H:11]2[OH:15])[CH2:4][CH:3]=1.N1C=CC=CC=1.[C:23](OC(=O)C)(=[O:25])[CH3:24], predict the reaction product. The product is: [C:23]([O:15][C@H:11]1[CH2:12][CH2:13][CH2:14][C@H:10]1[CH2:9][C@H:8]([C@@H:5]1[CH2:6][CH2:7][C:2]([CH3:1])=[CH:3][CH2:4]1)[CH3:16])(=[O:25])[CH3:24]. (3) Given the reactants [CH3:1][C:2]1[N:3]([C:8]2[CH:12]=[C:11]([CH:13]([CH3:15])[CH3:14])[NH:10][N:9]=2)[C:4]([CH3:7])=[CH:5][CH:6]=1.[H-].[Na+].N[C@H:19](C(O)=O)CCSC.[Cl-].[NH4+], predict the reaction product. The product is: [CH3:1][C:2]1[N:3]([C:8]2[N:9]([CH3:19])[N:10]=[C:11]([CH:13]([CH3:15])[CH3:14])[CH:12]=2)[C:4]([CH3:7])=[CH:5][CH:6]=1.[CH3:1][C:2]1[N:3]([C:8]2[CH:12]=[C:11]([CH:13]([CH3:15])[CH3:14])[N:10]([CH3:19])[N:9]=2)[C:4]([CH3:7])=[CH:5][CH:6]=1. (4) Given the reactants [B:1]([C:4]1[CH:12]=[CH:11][C:7]([C:8]([OH:10])=O)=[CH:6][CH:5]=1)([OH:3])[OH:2].CCN=C=NCCCN(C)C.[NH2:24][CH2:25][CH2:26][NH:27][C:28](=[O:54])[CH2:29][C@@H:30]1[N:36]=[C:35]([C:37]2[CH:42]=[CH:41][C:40]([Cl:43])=[CH:39][CH:38]=2)[C:34]2[CH:44]=[C:45]([O:48][CH3:49])[CH:46]=[CH:47][C:33]=2[N:32]2[C:50]([CH3:53])=[N:51][N:52]=[C:31]12, predict the reaction product. The product is: [Cl:43][C:40]1[CH:41]=[CH:42][C:37]([C:35]2[C:34]3[CH:44]=[C:45]([O:48][CH3:49])[CH:46]=[CH:47][C:33]=3[N:32]3[C:50]([CH3:53])=[N:51][N:52]=[C:31]3[C@H:30]([CH2:29][C:28]([NH:27][CH2:26][CH2:25][NH:24][C:8]([C:7]3[CH:6]=[CH:5][C:4]([B:1]([OH:2])[OH:3])=[CH:12][CH:11]=3)=[O:10])=[O:54])[N:36]=2)=[CH:38][CH:39]=1.